Dataset: Full USPTO retrosynthesis dataset with 1.9M reactions from patents (1976-2016). Task: Predict the reactants needed to synthesize the given product. (1) Given the product [S:3]1[C:4]2[CH:10]=[CH:9][CH:8]=[CH:7][C:5]=2[N:6]=[C:2]1[CH2:1][C@@H:20]1[CH2:19][O:18][CH2:17][C@H:16]1[OH:21], predict the reactants needed to synthesize it. The reactants are: [CH3:1][C:2]1[S:3][C:4]2[CH:10]=[CH:9][CH:8]=[CH:7][C:5]=2[N:6]=1.[Li]CCCC.[CH:16]12[O:21][CH:20]1[CH2:19][O:18][CH2:17]2.B(F)(F)F.CCOCC. (2) Given the product [CH3:17][O:18][C:19]([C:20]1[CH:25]=[C:24]([Cl:26])[C:23]([C:11]2[CH:12]=[N:13][C:8]([CH3:7])=[CH:9][CH:10]=2)=[N:22][CH:21]=1)=[O:28], predict the reactants needed to synthesize it. The reactants are: C([O-])([O-])=O.[Na+].[Na+].[CH3:7][C:8]1[N:13]=[CH:12][C:11](B(O)O)=[CH:10][CH:9]=1.[CH3:17][O:18][C:19](=[O:28])[C:20]1[CH:25]=[C:24]([Cl:26])[C:23](Cl)=[N:22][CH:21]=1.